Task: Regression. Given a peptide amino acid sequence and an MHC pseudo amino acid sequence, predict their binding affinity value. This is MHC class I binding data.. Dataset: Peptide-MHC class I binding affinity with 185,985 pairs from IEDB/IMGT (1) The peptide sequence is RPAIVVPAF. The MHC is HLA-A69:01 with pseudo-sequence HLA-A69:01. The binding affinity (normalized) is 0.0847. (2) The peptide sequence is AVFIHNFKRK. The MHC is HLA-B57:01 with pseudo-sequence HLA-B57:01. The binding affinity (normalized) is 0. (3) The peptide sequence is KETINEEAA. The MHC is HLA-B18:01 with pseudo-sequence HLA-B18:01. The binding affinity (normalized) is 0. (4) The peptide sequence is SSSLTSLLK. The MHC is HLA-A31:01 with pseudo-sequence HLA-A31:01. The binding affinity (normalized) is 0.217. (5) The binding affinity (normalized) is 0.651. The MHC is HLA-A33:01 with pseudo-sequence HLA-A33:01. The peptide sequence is LTWLGLNSR. (6) The peptide sequence is ETTQALQLF. The MHC is HLA-A24:03 with pseudo-sequence HLA-A24:03. The binding affinity (normalized) is 0.0847. (7) The peptide sequence is AENLWKTVY. The MHC is Mamu-A11 with pseudo-sequence Mamu-A11. The binding affinity (normalized) is 0.182.